This data is from Reaction yield outcomes from USPTO patents with 853,638 reactions. The task is: Predict the reaction yield, written as a fraction of the theoretical maximum amount of product (1.0 means a 100% yield; for example, 0.34 means a 34% yield). The reactants are [CH3:1][N:2]1[CH2:8][CH2:7][CH2:6][C:5]2[O:9][C:10]3[CH:15]=[C:14]([N:16]4[CH:21]=[CH:20][C:19]([C:22]5[CH:27]=[CH:26][C:25]([C:28]([F:31])([F:30])[F:29])=[CH:24][CH:23]=5)=[CH:18][C:17]4=[O:32])[CH:13]=[CH:12][C:11]=3[C:4]=2[CH2:3]1.[ClH:33].CCOCC. The catalyst is CO. The product is [ClH:33].[CH3:1][N:2]1[CH2:8][CH2:7][CH2:6][C:5]2[O:9][C:10]3[CH:15]=[C:14]([N:16]4[CH:21]=[CH:20][C:19]([C:22]5[CH:23]=[CH:24][C:25]([C:28]([F:31])([F:30])[F:29])=[CH:26][CH:27]=5)=[CH:18][C:17]4=[O:32])[CH:13]=[CH:12][C:11]=3[C:4]=2[CH2:3]1. The yield is 0.960.